Dataset: Reaction yield outcomes from USPTO patents with 853,638 reactions. Task: Predict the reaction yield, written as a fraction of the theoretical maximum amount of product (1.0 means a 100% yield; for example, 0.34 means a 34% yield). (1) The reactants are [CH3:1][O:2][C:3]1[CH:12]=[C:11]2[C:6]([CH2:7][CH2:8][C:9](=O)[CH2:10]2)=[CH:5][CH:4]=1.[N+](C1C=CC=CC=1S([N:26]([CH2:36][C:37]1[CH:42]=[CH:41][CH:40]=[CH:39][N:38]=1)[CH2:27][C:28]1[CH:33]=[CH:32][C:31]([CH2:34][NH2:35])=[CH:30][CH:29]=1)(=O)=O)([O-])=O.[BH3-]C#N.[Na+]. The catalyst is CO.C(OC)(OC)OC.C(O)(=O)C. The product is [N:38]1[CH:39]=[CH:40][CH:41]=[CH:42][C:37]=1[CH2:36][NH:26][CH2:27][C:28]1[CH:29]=[CH:30][C:31]([CH2:34][NH:35][CH:9]2[CH2:8][CH2:7][C:6]3[C:11](=[CH:12][C:3]([O:2][CH3:1])=[CH:4][CH:5]=3)[CH2:10]2)=[CH:32][CH:33]=1. The yield is 0.520. (2) The reactants are C[O:2][C:3](=[O:38])[CH2:4][O:5][C:6]1[CH:7]=[C:8]2[C:13](=[CH:14][CH:15]=1)[N:12]([C:16](=[O:24])[C:17]1[CH:22]=[CH:21][C:20]([F:23])=[CH:19][CH:18]=1)[C@@H:11]([CH3:25])[CH2:10][C@H:9]2[N:26]([C:31]1[CH:36]=[CH:35][C:34]([Cl:37])=[CH:33][CH:32]=1)[C:27](=[O:30])[CH2:28][CH3:29].[OH-].[Na+]. The catalyst is CO. The product is [Cl:37][C:34]1[CH:33]=[CH:32][C:31]([N:26]([C:27](=[O:30])[CH2:28][CH3:29])[C@H:9]2[C:8]3[C:13](=[CH:14][CH:15]=[C:6]([O:5][CH2:4][C:3]([OH:38])=[O:2])[CH:7]=3)[N:12]([C:16](=[O:24])[C:17]3[CH:18]=[CH:19][C:20]([F:23])=[CH:21][CH:22]=3)[C@@H:11]([CH3:25])[CH2:10]2)=[CH:36][CH:35]=1. The yield is 0.940.